Dataset: Catalyst prediction with 721,799 reactions and 888 catalyst types from USPTO. Task: Predict which catalyst facilitates the given reaction. (1) Product: [Cl:26][C:19]1[C:16]2[CH:17]=[N:18][C:13]([NH:12][C:10](=[O:11])[C:9]3[CH:24]=[CH:25][C:6]([C@:3]([OH:5])([CH3:4])[CH2:2][OH:1])=[CH:7][CH:8]=3)=[CH:14][C:15]=2[N:21]([CH2:22][CH3:23])[CH:20]=1. Reactant: [OH:1][CH2:2][C@@:3]([C:6]1[CH:25]=[CH:24][C:9]([C:10]([NH:12][C:13]2[N:18]=[CH:17][C:16]3[CH:19]=[CH:20][N:21]([CH2:22][CH3:23])[C:15]=3[CH:14]=2)=[O:11])=[CH:8][CH:7]=1)([OH:5])[CH3:4].[Cl:26]N1C(=O)CCC1=O.CCOCC. The catalyst class is: 163. (2) Reactant: Br[C:2]1[CH:3]=[C:4]2[C:10]([C:11]3[CH:12]=[N:13][N:14]([CH2:16][C:17]4[CH:22]=[CH:21][CH:20]=[C:19]([F:23])[CH:18]=4)[CH:15]=3)=[CH:9][N:8]([S:24]([C:27]3[CH:33]=[CH:32][C:30]([CH3:31])=[CH:29][CH:28]=3)(=[O:26])=[O:25])[C:5]2=[N:6][CH:7]=1.CC1(C)C(C)(C)OB([C:42]2[CH:47]=[CH:46][C:45]([N:48]3[CH2:53][CH2:52][CH:51]([OH:54])[CH2:50][CH2:49]3)=[CH:44][CH:43]=2)O1.C(=O)([O-])[O-].[Na+].[Na+]. Product: [F:23][C:19]1[CH:18]=[C:17]([CH:22]=[CH:21][CH:20]=1)[CH2:16][N:14]1[CH:15]=[C:11]([C:10]2[C:4]3[C:5](=[N:6][CH:7]=[C:2]([C:42]4[CH:47]=[CH:46][C:45]([N:48]5[CH2:53][CH2:52][CH:51]([OH:54])[CH2:50][CH2:49]5)=[CH:44][CH:43]=4)[CH:3]=3)[N:8]([S:24]([C:27]3[CH:28]=[CH:29][C:30]([CH3:31])=[CH:32][CH:33]=3)(=[O:25])=[O:26])[CH:9]=2)[CH:12]=[N:13]1. The catalyst class is: 622. (3) Reactant: [F:1][C:2]([F:7])([F:6])[C:3]([OH:5])=[O:4].[C:8]([C:11]1[CH:16]=[CH:15][C:14]([NH:17][CH:18]([C:22]2[CH:27]=[CH:26][C:25]([O:28][CH2:29][CH2:30][N:31]([CH3:33])[CH3:32])=[C:24]([O:34][CH2:35][CH3:36])[CH:23]=2)[C:19](O)=[O:20])=[CH:13][CH:12]=1)(=[NH:10])[NH2:9].O.ON1C2C=CC=CC=2N=N1.Cl.C(N=C=NCCCN(C)C)C.[N:60]1[CH:65]=[CH:64][CH:63]=[CH:62][C:61]=1[NH:66][NH2:67]. Product: [F:1][C:2]([F:7])([F:6])[C:3]([OH:5])=[O:4].[CH3:33][N:31]([CH3:32])[CH2:30][CH2:29][O:28][C:25]1[CH:26]=[CH:27][C:22]([CH:18]([NH:17][C:14]2[CH:13]=[CH:12][C:11]([C:8]([NH2:9])=[NH:10])=[CH:16][CH:15]=2)[C:19]([NH:67][NH:66][C:61]2[CH:62]=[CH:63][CH:64]=[CH:65][N:60]=2)=[O:20])=[CH:23][C:24]=1[O:34][CH2:35][CH3:36]. The catalyst class is: 9. (4) Reactant: [CH3:1][N:2]1[CH2:7][CH2:6][N:5]([CH2:8][C:9]([O-:11])=O)[CH2:4][CH:3]1[CH2:12][O:13][Si:14]([CH:21]([CH3:23])[CH3:22])([CH:18]([CH3:20])[CH3:19])[CH:15]([CH3:17])[CH3:16].[Na+].[F:25][C:26]1[CH:27]=[CH:28][C:29]([NH:32][NH2:33])=[N:30][CH:31]=1.C1C=CC2N(O)N=NC=2C=1.O.C(Cl)CCl. Product: [F:25][C:26]1[CH:27]=[CH:28][C:29]([NH:32][NH:33][C:9](=[O:11])[CH2:8][N:5]2[CH2:6][CH2:7][N:2]([CH3:1])[CH:3]([CH2:12][O:13][Si:14]([CH:21]([CH3:22])[CH3:23])([CH:18]([CH3:19])[CH3:20])[CH:15]([CH3:16])[CH3:17])[CH2:4]2)=[N:30][CH:31]=1. The catalyst class is: 2. (5) Reactant: Cl.[N+:2]([C:5]1[CH:6]=[CH:7][C:8]([N:11]2[C:19](=[O:20])[C:18]3[C:13](=[CH:14][CH:15]=[CH:16][CH:17]=3)[C:12]2=[O:21])=[N:9][CH:10]=1)([O-])=O.O.O.[Sn](Cl)Cl. Product: [NH2:2][C:5]1[CH:6]=[CH:7][C:8]([N:11]2[C:19](=[O:20])[C:18]3[C:13](=[CH:14][CH:15]=[CH:16][CH:17]=3)[C:12]2=[O:21])=[N:9][CH:10]=1. The catalyst class is: 6. (6) Reactant: [F:1][C:2]1[CH:11]=[CH:10][C:9]2[N:12]=[C:13]([C@@H:14]([NH2:16])[CH3:15])[N:7]3[C:8]=2[C:3]=1[CH2:4][CH2:5][CH:6]3[CH3:17].Cl[C:19]1[N:27]=[CH:26][N:25]=[C:24]2[C:20]=1[N:21]=[CH:22][N:23]2C1CCCCO1.CCN(C(C)C)C(C)C. Product: [F:1][C:2]1[CH:11]=[CH:10][C:9]2[N:12]=[C:13]([C@@H:14]([NH:16][C:19]3[N:27]=[CH:26][N:25]=[C:24]4[C:20]=3[N:21]=[CH:22][NH:23]4)[CH3:15])[N:7]3[C:8]=2[C:3]=1[CH2:4][CH2:5][CH:6]3[CH3:17]. The catalyst class is: 51. (7) Reactant: BrC1C=CC(O)=C([C:8]2[CH:17]=[CH:16][C:15]3[C:10](=[CH:11][CH:12]=[C:13]([C:18]4[N:22]([CH:23]5[CH2:28][CH2:27][CH2:26][CH2:25][CH2:24]5)[C:21]5[CH:29]=[CH:30][C:31]([C:33]([OH:35])=[O:34])=[CH:32][C:20]=5[N:19]=4)[CH:14]=3)[N:9]=2)C=1.[OH:37][CH2:38][CH2:39][CH2:40]C(=O)C.[OH-].[K+]. Product: [CH:23]1([N:22]2[C:21]3[CH:29]=[CH:30][C:31]([C:33]([OH:35])=[O:34])=[CH:32][C:20]=3[N:19]=[C:18]2[C:13]2[CH:14]=[C:15]3[C:10](=[CH:11][CH:12]=2)[N:9]=[C:8]([CH2:40][CH2:39][CH2:38][OH:37])[CH:17]=[CH:16]3)[CH2:28][CH2:27][CH2:26][CH2:25][CH2:24]1. The catalyst class is: 8.